The task is: Predict the product of the given reaction.. This data is from Forward reaction prediction with 1.9M reactions from USPTO patents (1976-2016). (1) Given the reactants [CH2:1]([C:3]1[CH:11]=[N:10][CH:9]=[CH:8][C:4]=1[C:5](O)=[O:6])[CH3:2].S(Cl)([Cl:14])=O, predict the reaction product. The product is: [CH2:1]([C:3]1[CH:11]=[N:10][CH:9]=[CH:8][C:4]=1[C:5]([Cl:14])=[O:6])[CH3:2]. (2) Given the reactants [C:1]1([C@H:7]([N:12]2[C:20]3[C:15](=[CH:16][C:17]([C:21]#[C:22][C:23]4[CH:28]=[CH:27][CH:26]=[CH:25][CH:24]=4)=[CH:18][CH:19]=3)[CH:14]=[CH:13]2)[C@H:8]([OH:11])[CH2:9][OH:10])[CH:6]=[CH:5][CH:4]=[CH:3][CH:2]=1, predict the reaction product. The product is: [C:1]1([C@H:7]([N:12]2[C:20]3[C:15](=[CH:16][C:17]([CH2:21][CH2:22][C:23]4[CH:24]=[CH:25][CH:26]=[CH:27][CH:28]=4)=[CH:18][CH:19]=3)[CH:14]=[CH:13]2)[C@H:8]([OH:11])[CH2:9][OH:10])[CH:6]=[CH:5][CH:4]=[CH:3][CH:2]=1. (3) Given the reactants [Cl:1][C:2]1[CH:8]=[CH:7][C:5]([NH2:6])=[CH:4][C:3]=1[C:9]1[CH:14]=[CH:13][CH:12]=[CH:11][N:10]=1.[CH3:15][C:16]1[CH:20]=[CH:19][S:18][C:17]=1[C:21](O)=[O:22], predict the reaction product. The product is: [Cl:1][C:2]1[CH:8]=[CH:7][C:5]([NH:6][C:21]([C:17]2[S:18][CH:19]=[CH:20][C:16]=2[CH3:15])=[O:22])=[CH:4][C:3]=1[C:9]1[CH:14]=[CH:13][CH:12]=[CH:11][N:10]=1. (4) Given the reactants [NH2:1][C:2]1[N:7]=[C:6]([Cl:8])[CH:5]=[C:4](Cl)[N:3]=1.[CH2:10]([NH2:16])[CH2:11][CH2:12][CH2:13][CH2:14][CH3:15], predict the reaction product. The product is: [NH2:1][C:2]1[N:3]=[C:4]([NH:16][CH2:10][CH2:11][CH2:12][CH2:13][CH2:14][CH3:15])[CH:5]=[C:6]([Cl:8])[N:7]=1.